From a dataset of Full USPTO retrosynthesis dataset with 1.9M reactions from patents (1976-2016). Predict the reactants needed to synthesize the given product. (1) Given the product [CH2:1]([O:10][S:17]([C:12]1[CH:11]=[CH:16][C:15]([CH3:23])=[CH:14][CH:13]=1)(=[O:18])=[O:19])[CH2:2][CH2:3][CH2:4][CH2:5][CH2:6][CH2:7][CH:8]=[CH2:9], predict the reactants needed to synthesize it. The reactants are: [CH2:1]([OH:10])[CH2:2][CH2:3][CH2:4][CH2:5][CH2:6][CH2:7][CH:8]=[CH2:9].[C:11]1(C)[C:12]([S:17](Cl)(=[O:19])=[O:18])=[CH:13][CH:14]=[CH:15][CH:16]=1.N1C=CC=C[CH:23]=1. (2) Given the product [CH2:1]([O:8][C:9]([N:11]1[CH2:12][CH2:13][CH:14]([C:17]2[N:18]([CH2:41][C:42]([O:44][C:45]([CH3:48])([CH3:47])[CH3:46])=[O:43])[C:19]([C:30]3[CH:35]=[CH:34][C:33]([O:36][CH3:37])=[CH:32][CH:31]=3)=[C:20]([C:22]3[CH:27]=[CH:26][C:25]([O:28][CH3:29])=[CH:24][CH:23]=3)[CH:21]=2)[CH2:15][CH2:16]1)=[O:10])[C:2]1[CH:7]=[CH:6][CH:5]=[CH:4][CH:3]=1, predict the reactants needed to synthesize it. The reactants are: [CH2:1]([O:8][C:9]([N:11]1[CH2:16][CH2:15][CH:14]([C:17]2[NH:18][C:19]([C:30]3[CH:35]=[CH:34][C:33]([O:36][CH3:37])=[CH:32][CH:31]=3)=[C:20]([C:22]3[CH:27]=[CH:26][C:25]([O:28][CH3:29])=[CH:24][CH:23]=3)[CH:21]=2)[CH2:13][CH2:12]1)=[O:10])[C:2]1[CH:7]=[CH:6][CH:5]=[CH:4][CH:3]=1.[H-].[Na+].Br[CH2:41][C:42]([O:44][C:45]([CH3:48])([CH3:47])[CH3:46])=[O:43].[Cl-].[NH4+]. (3) Given the product [CH2:1]([O:3][C:4](=[O:32])[CH:5]([C:10]1[CH:11]=[C:12]([C:22]2[CH:27]=[CH:26][C:25]([C:28]([F:29])([F:30])[F:31])=[CH:24][CH:23]=2)[CH:13]=[C:14]([CH:16]2[CH2:17][CH2:18][N:19]([CH2:40][CH2:41][CH:42]([CH3:44])[CH3:43])[CH2:20][CH2:21]2)[CH:15]=1)[CH2:6][CH:7]([CH3:9])[CH3:8])[CH3:2], predict the reactants needed to synthesize it. The reactants are: [CH2:1]([O:3][C:4](=[O:32])[CH:5]([C:10]1[CH:11]=[C:12]([C:22]2[CH:27]=[CH:26][C:25]([C:28]([F:31])([F:30])[F:29])=[CH:24][CH:23]=2)[CH:13]=[C:14]([CH:16]2[CH2:21][CH2:20][NH:19][CH2:18][CH2:17]2)[CH:15]=1)[CH2:6][CH:7]([CH3:9])[CH3:8])[CH3:2].C([O-])([O-])=O.[Cs+].[Cs+].I[CH2:40][CH2:41][CH:42]([CH3:44])[CH3:43].